From a dataset of Peptide-MHC class I binding affinity with 185,985 pairs from IEDB/IMGT. Regression. Given a peptide amino acid sequence and an MHC pseudo amino acid sequence, predict their binding affinity value. This is MHC class I binding data. (1) The peptide sequence is ESAVLRGFLI. The MHC is Mamu-A01 with pseudo-sequence Mamu-A01. The binding affinity (normalized) is 0.558. (2) The peptide sequence is RLKHIFLIF. The MHC is HLA-A24:03 with pseudo-sequence HLA-A24:03. The binding affinity (normalized) is 0.0847. (3) The peptide sequence is GAITDNGPM. The MHC is HLA-A02:02 with pseudo-sequence HLA-A02:02. The binding affinity (normalized) is 0. (4) The peptide sequence is EKLKKKSAF. The MHC is HLA-B48:01 with pseudo-sequence HLA-B48:01. The binding affinity (normalized) is 0.0847. (5) The peptide sequence is IVFMWAIHH. The MHC is HLA-A26:01 with pseudo-sequence HLA-A26:01. The binding affinity (normalized) is 0.0847. (6) The peptide sequence is QAISPRTLNAW. The MHC is HLA-A26:01 with pseudo-sequence HLA-A26:01. The binding affinity (normalized) is 0.0408. (7) The peptide sequence is REVSTAAVT. The MHC is HLA-B40:02 with pseudo-sequence HLA-B40:02. The binding affinity (normalized) is 0.0797. (8) The peptide sequence is MSAPPAEYK. The MHC is HLA-A11:01 with pseudo-sequence HLA-A11:01. The binding affinity (normalized) is 1.00.